From a dataset of Full USPTO retrosynthesis dataset with 1.9M reactions from patents (1976-2016). Predict the reactants needed to synthesize the given product. The reactants are: [N+:1]([C:4]1[CH:9]=[CH:8][CH:7]=[CH:6][C:5]=1B(O)O)([O-:3])=[O:2].Br[C:14]1[C:27]2[CH:28]=[CH:29][CH:30]=[CH:31][C:26]=2[C:25]2[C:24]3[CH:23]=[CH:22][CH:21]=[CH:20][C:19]=3[CH:18]=[CH:17][C:16]=2[CH:15]=1.C(=O)([O-])[O-].[Na+].[Na+]. Given the product [N+:1]([C:4]1[CH:9]=[CH:8][CH:7]=[CH:6][C:5]=1[C:18]1[C:19]2[CH:20]=[CH:21][CH:22]=[CH:23][C:24]=2[C:25]2[C:26]3[CH:31]=[CH:30][CH:29]=[CH:28][C:27]=3[CH:14]=[CH:15][C:16]=2[CH:17]=1)([O-:3])=[O:2], predict the reactants needed to synthesize it.